This data is from Catalyst prediction with 721,799 reactions and 888 catalyst types from USPTO. The task is: Predict which catalyst facilitates the given reaction. (1) The catalyst class is: 16. Reactant: [Cl:1][C:2]1[CH:3]=[C:4]([CH:36]=[CH:37][CH:38]=1)[CH2:5][NH:6][C:7]([C:9]1[N:10]([CH2:30][CH:31]([O:34][CH3:35])[O:32][CH3:33])[CH:11]=[C:12]([CH:24]([OH:29])[C:25]([CH3:28])([CH3:27])[CH3:26])[C:13](=[O:23])[C:14]=1[O:15][CH2:16][C:17]1[CH:22]=[CH:21][CH:20]=[CH:19][CH:18]=1)=[O:8].C(N(CC)CC)C.[Cl-].[NH4+]. Product: [Cl:1][C:2]1[CH:3]=[C:4]([CH:36]=[CH:37][CH:38]=1)[CH2:5][NH:6][C:7]([C:9]1[N:10]([CH2:30][CH:31]([O:34][CH3:35])[O:32][CH3:33])[CH:11]=[C:12]([C:24](=[O:29])[C:25]([CH3:26])([CH3:27])[CH3:28])[C:13](=[O:23])[C:14]=1[O:15][CH2:16][C:17]1[CH:22]=[CH:21][CH:20]=[CH:19][CH:18]=1)=[O:8]. (2) The catalyst class is: 78. Product: [O:31]=[S:22]1(=[O:30])[C:23]2[CH:29]=[CH:28][CH:27]=[CH:26][C:24]=2[CH2:25][N:19]([C:10]2[CH:9]=[C:8]([NH:7][C:5](=[O:6])[C:4]([CH3:33])([CH3:32])[NH2:1])[C:17]3[C:12](=[CH:13][CH:14]=[C:15]([CH3:18])[CH:16]=3)[N:11]=2)[CH2:20][CH2:21]1. Reactant: [N:1]([C:4]([CH3:33])([CH3:32])[C:5]([NH:7][C:8]1[C:17]2[C:12](=[CH:13][CH:14]=[C:15]([CH3:18])[CH:16]=2)[N:11]=[C:10]([N:19]2[CH2:25][C:24]3[CH:26]=[CH:27][CH:28]=[CH:29][C:23]=3[S:22](=[O:31])(=[O:30])[CH2:21][CH2:20]2)[CH:9]=1)=[O:6])=[N+]=[N-].